From a dataset of Reaction yield outcomes from USPTO patents with 853,638 reactions. Predict the reaction yield, written as a fraction of the theoretical maximum amount of product (1.0 means a 100% yield; for example, 0.34 means a 34% yield). (1) The reactants are [NH2:1][C:2]1[N:11]=[C:10]([CH3:12])[C:9]2[C:8](=[O:13])[CH2:7][CH:6]([C:14]3[CH:19]=[CH:18][C:17]([F:20])=[CH:16][C:15]=3Br)[CH2:5][C:4]=2[N:3]=1.[CH3:22][O:23][C:24]1[CH:29]=[CH:28][CH:27]=[C:26](B2OC(C)(C)C(C)(C)O2)[N:25]=1.C([O-])([O-])=O.[K+].[K+]. The catalyst is C1C=CC(P(C2C=CC=CC=2)[C-]2C=CC=C2)=CC=1.C1C=CC(P(C2C=CC=CC=2)[C-]2C=CC=C2)=CC=1.Cl[Pd]Cl.[Fe+2].CC(N(C)C)=O. The product is [NH2:1][C:2]1[N:11]=[C:10]([CH3:12])[C:9]2[C:8](=[O:13])[CH2:7][CH:6]([C:14]3[CH:19]=[CH:18][C:17]([F:20])=[CH:16][C:15]=3[C:26]3[CH:27]=[CH:28][CH:29]=[C:24]([O:23][CH3:22])[N:25]=3)[CH2:5][C:4]=2[N:3]=1. The yield is 0.550. (2) The reactants are [NH2:1][C:2]1[CH:7]=[CH:6][C:5]([N:8]2[CH2:13][CH2:12][N:11]([CH3:14])[CH2:10][CH2:9]2)=[CH:4][CH:3]=1.C1(P(C2CCCCC2)C2C=CC=CC=2C2C(C(C)C)=CC(C(C)C)=CC=2C(C)C)CCCCC1.CC(C)([O-])C.[Na+].I[C:56]1[N:72]=[C:59]2[CH:60]=[CH:61][CH:62]=[C:63]([C:64]3[CH:69]=[CH:68][C:67]([O:70][CH3:71])=[CH:66][CH:65]=3)[N:58]2[N:57]=1.N#N.C(O)(=O)C. The catalyst is CN(C)C=O. The product is [CH3:71][O:70][C:67]1[CH:66]=[CH:65][C:64]([C:63]2[N:58]3[N:57]=[C:56]([NH:1][C:2]4[CH:3]=[CH:4][C:5]([N:8]5[CH2:9][CH2:10][N:11]([CH3:14])[CH2:12][CH2:13]5)=[CH:6][CH:7]=4)[N:72]=[C:59]3[CH:60]=[CH:61][CH:62]=2)=[CH:69][CH:68]=1. The yield is 0.300.